This data is from Forward reaction prediction with 1.9M reactions from USPTO patents (1976-2016). The task is: Predict the product of the given reaction. (1) Given the reactants [NH2:1][CH2:2][CH2:3][O:4][CH2:5][CH2:6][O:7][CH2:8][CH2:9][OH:10].C(N(CC)CC)C.[F:18][C:19]([F:30])([F:29])[C:20](O[C:20](=[O:21])[C:19]([F:30])([F:29])[F:18])=[O:21], predict the reaction product. The product is: [F:18][C:19]([F:30])([F:29])[C:20]([NH:1][CH2:2][CH2:3][O:4][CH2:5][CH2:6][O:7][CH2:8][CH2:9][OH:10])=[O:21]. (2) Given the reactants C([Li])CCC.CCCCCC.C1(C)C=CC(S([CH:21]([N+:29]#[C-:30])[C:22]2[CH:27]=[CH:26][C:25]([F:28])=[CH:24][CH:23]=2)(=O)=O)=CC=1.[Br-].[Li+].[N:34]1[CH:39]=[CH:38][C:37]([CH:40]=[CH:41][C:42]([O:44][CH2:45][CH3:46])=[O:43])=[CH:36][CH:35]=1, predict the reaction product. The product is: [CH2:45]([O:44][C:42]([C:41]1[C:40]([C:37]2[CH:38]=[CH:39][N:34]=[CH:35][CH:36]=2)=[C:21]([C:22]2[CH:23]=[CH:24][C:25]([F:28])=[CH:26][CH:27]=2)[NH:29][CH:30]=1)=[O:43])[CH3:46]. (3) Given the reactants I[C:2]1[S:6][C:5]([NH:7][C:8](=[O:10])[CH3:9])=[N:4][C:3]=1[CH3:11].[F-].[K+].CC1(C)C(C)(C)OB([C:22]2[CH:26]=[CH:25][S:24][CH:23]=2)O1, predict the reaction product. The product is: [CH3:11][C:3]1[N:4]=[C:5]([NH:7][C:8](=[O:10])[CH3:9])[S:6][C:2]=1[C:22]1[CH:26]=[CH:25][S:24][CH:23]=1. (4) Given the reactants [CH:1]([NH:4][C:5]1[N:10]=[C:9]([NH2:11])[N:8]=[C:7]([C:12]2[CH:17]=[CH:16][CH:15]=[C:14]([C:18]([F:21])([F:20])[F:19])[N:13]=2)[N:6]=1)([CH3:3])[CH3:2].Cl[C:23]1[CH:28]=[CH:27][N:26]=[C:25]([C:29]2([C:32]#[N:33])[CH2:31][CH2:30]2)[CH:24]=1.C([O-])([O-])=O.[Cs+].[Cs+].C1C=CC(P(C2C(C3C(P(C4C=CC=CC=4)C4C=CC=CC=4)=CC=C4C=3C=CC=C4)=C3C(C=CC=C3)=CC=2)C2C=CC=CC=2)=CC=1, predict the reaction product. The product is: [CH:1]([NH:4][C:5]1[N:6]=[C:7]([C:12]2[CH:17]=[CH:16][CH:15]=[C:14]([C:18]([F:19])([F:20])[F:21])[N:13]=2)[N:8]=[C:9]([NH:11][C:23]2[CH:28]=[CH:27][N:26]=[C:25]([C:29]3([C:32]#[N:33])[CH2:30][CH2:31]3)[CH:24]=2)[N:10]=1)([CH3:3])[CH3:2]. (5) Given the reactants [CH3:1][C:2]1[C:8]([OH:9])=[CH:7][CH:6]=[CH:5][C:3]=1[OH:4].[C:10]1(=[O:20])[O:15][C:13](=O)[C:12]2=[CH:16][CH:17]=[CH:18][CH:19]=[C:11]12.S([O-])(O)(=O)=O.[K+], predict the reaction product. The product is: [CH3:1][C:2]1[C:3]2[O:4][C:8]3[C:2]([CH3:1])=[C:3]([OH:4])[CH:5]=[CH:6][C:7]=3[C:13]3([O:15][C:10](=[O:20])[C:11]4[C:12]3=[CH:16][CH:17]=[CH:18][CH:19]=4)[C:5]=2[CH:6]=[CH:7][C:8]=1[OH:9].